This data is from Reaction yield outcomes from USPTO patents with 853,638 reactions. The task is: Predict the reaction yield, written as a fraction of the theoretical maximum amount of product (1.0 means a 100% yield; for example, 0.34 means a 34% yield). (1) The reactants are [CH2:1]([O:8][C:9]([NH:11][C:12]1[C:13]([C:28](O)=[O:29])=[N:14][C:15]2[C:20]([CH:21]=1)=[CH:19][CH:18]=[C:17]([N:22]1[CH2:27][CH2:26][O:25][CH2:24][CH2:23]1)[CH:16]=2)=[O:10])[C:2]1[CH:7]=[CH:6][CH:5]=[CH:4][CH:3]=1.[NH2:31][C:32]1[CH:33]=[N:34][CH:35]=[CH:36][C:37]=1[N:38]1[CH2:43][C@H:42]([CH3:44])[C@H:41]([NH:45][C:46](=[O:49])[O:47][CH3:48])[C@H:40]([NH:50][C:51](=[O:57])[O:52][C:53]([CH3:56])([CH3:55])[CH3:54])[CH2:39]1.CN(C(ON1N=NC2C=CC=NC1=2)=[N+](C)C)C.F[P-](F)(F)(F)(F)F.CCN(C(C)C)C(C)C. The catalyst is CN(C=O)C. The product is [CH2:1]([O:8][C:9]([NH:11][C:12]1[C:13]([C:28]([NH:31][C:32]2[CH:33]=[N:34][CH:35]=[CH:36][C:37]=2[N:38]2[CH2:43][C@H:42]([CH3:44])[C@H:41]([NH:45][C:46](=[O:49])[O:47][CH3:48])[C@H:40]([NH:50][C:51](=[O:57])[O:52][C:53]([CH3:56])([CH3:55])[CH3:54])[CH2:39]2)=[O:29])=[N:14][C:15]2[C:20]([CH:21]=1)=[CH:19][CH:18]=[C:17]([N:22]1[CH2:27][CH2:26][O:25][CH2:24][CH2:23]1)[CH:16]=2)=[O:10])[C:2]1[CH:7]=[CH:6][CH:5]=[CH:4][CH:3]=1. The yield is 0.510. (2) The reactants are [CH:1]([S:14][CH2:15][CH2:16][N:17]1[CH2:22][CH2:21][NH:20][CH2:19][CH2:18]1)([C:8]1[CH:13]=[CH:12][CH:11]=[CH:10][CH:9]=1)[C:2]1[CH:7]=[CH:6][CH:5]=[CH:4][CH:3]=1.[CH2:23]([CH:30]1[CH2:32][O:31]1)[C:24]1[CH:29]=[CH:28][CH:27]=[CH:26][CH:25]=1. The catalyst is CC(O)C. The product is [CH:1]([S:14][CH2:15][CH2:16][N:17]1[CH2:18][CH2:19][N:20]([CH2:32][CH:30]([OH:31])[CH2:23][C:24]2[CH:29]=[CH:28][CH:27]=[CH:26][CH:25]=2)[CH2:21][CH2:22]1)([C:2]1[CH:3]=[CH:4][CH:5]=[CH:6][CH:7]=1)[C:8]1[CH:13]=[CH:12][CH:11]=[CH:10][CH:9]=1. The yield is 0.840. (3) The reactants are [C:1]1([CH:7]([CH2:9][CH2:10][CH2:11][CH2:12][CH2:13][CH2:14][CH2:15][CH2:16][CH2:17][CH2:18][CH2:19][CH2:20][CH2:21][CH3:22])[CH3:8])[CH:6]=[CH:5][CH:4]=[CH:3][CH:2]=1.S(=O)(=O)(O)O.CO[CH2:30][Br:31]. The catalyst is O. The product is [Br:31][CH2:30][C:2]1[CH:3]=[CH:4][CH:5]=[CH:6][C:1]=1[CH:7]([CH2:9][CH2:10][CH2:11][CH2:12][CH2:13][CH2:14][CH2:15][CH2:16][CH2:17][CH2:18][CH2:19][CH2:20][CH2:21][CH3:22])[CH3:8]. The yield is 0.413. (4) The reactants are [Si:1]([O:8][CH:9]1[CH:14]([OH:15])[CH2:13][CH:12]([C:16]2[CH:21]=[CH:20][N:19]=[CH:18][C:17]=2[N+:22]([O-:24])=[O:23])[O:11][CH:10]1[CH3:25])([C:4]([CH3:7])([CH3:6])[CH3:5])([CH3:3])[CH3:2].[CH3:26][C:27](OC(C)=O)=[O:28]. The catalyst is N1C=CC=CC=1. The product is [C:27]([O:15][CH:14]1[CH2:13][CH:12]([C:16]2[CH:21]=[CH:20][N:19]=[CH:18][C:17]=2[N+:22]([O-:24])=[O:23])[O:11][CH:10]([CH3:25])[CH:9]1[O:8][Si:1]([C:4]([CH3:7])([CH3:5])[CH3:6])([CH3:3])[CH3:2])(=[O:28])[CH3:26]. The yield is 0.570. (5) The reactants are [CH3:1][S:2][C:3]1[N:4]=[CH:5][C:6]2[C:15](=[O:16])[N:14]([C:17]3[CH:18]=[C:19]([CH:25]=[CH:26][CH:27]=3)[C:20]([O:22]CC)=[O:21])[CH2:13][C@H:12]3[N:8]([CH2:9][CH2:10][CH2:11]3)[C:7]=2[N:28]=1.[OH-].[Na+]. The catalyst is C(O)C. The product is [CH3:1][S:2][C:3]1[N:4]=[CH:5][C:6]2[C:15](=[O:16])[N:14]([C:17]3[CH:18]=[C:19]([CH:25]=[CH:26][CH:27]=3)[C:20]([OH:22])=[O:21])[CH2:13][C@H:12]3[N:8]([CH2:9][CH2:10][CH2:11]3)[C:7]=2[N:28]=1. The yield is 0.790. (6) The reactants are [CH3:1][O:2][C:3]1[CH:12]=[C:11]([O:13][CH3:14])[C:10]2[C:5](=[CH:6][CH:7]=[CH:8][CH:9]=2)[N:4]=1.[Li]CCCC.Cl[C:21]([O:23][CH2:24][CH3:25])=[O:22].O. The catalyst is C1COCC1. The product is [CH3:1][O:2][C:3]1[C:12]([C:21]([O:23][CH2:24][CH3:25])=[O:22])=[C:11]([O:13][CH3:14])[C:10]2[C:5](=[CH:6][CH:7]=[CH:8][CH:9]=2)[N:4]=1. The yield is 0.600. (7) The reactants are [N:1]([O-])=O.[Na+].[NH2:5][C:6]1[CH:7]=[C:8]([CH:21]=[CH:22][CH:23]=1)[O:9][CH2:10][CH2:11][CH2:12][NH:13][C:14](=[O:20])CCC(O)=O.O.O.Cl[Sn]Cl.[C:29]([OH:37])(=O)/[C:30](=[C:32](\[CH:34]=O)/[Br:33])/[Br:31].[OH-].[Na+].[CH3:40][C:41]([O:44]C(OC([O:44][C:41]([CH3:43])([CH3:42])[CH3:40])=O)=O)([CH3:43])[CH3:42]. The catalyst is O.Cl. The product is [Br:33][C:32]1[CH:34]=[N:1][N:5]([C:6]2[CH:7]=[C:8]([CH:21]=[CH:22][CH:23]=2)[O:9][CH2:10][CH2:11][CH2:12][NH:13][C:14](=[O:20])[O:44][C:41]([CH3:43])([CH3:42])[CH3:40])[C:29](=[O:37])[C:30]=1[Br:31]. The yield is 0.190. (8) The yield is 0.812. The catalyst is C(OCC)(=O)C. The reactants are [C:1]([N:8]1[C@@H:12]([C:13]2[CH:18]=[CH:17][CH:16]=[CH:15][CH:14]=2)[CH2:11][O:10][C:9]1=[O:19])(=[O:7])[CH2:2][CH2:3][CH2:4][C:5]#[CH:6].[Cl-].[Mg+2].[Cl-].C(N(CC)CC)C.[CH:30](=[O:37])[C:31]1[CH:36]=[CH:35][CH:34]=[CH:33][CH:32]=1.Cl[Si](C)(C)C. The product is [OH:37][C@H:30]([C:31]1[CH:36]=[CH:35][CH:34]=[CH:33][CH:32]=1)[C@@H:2]([CH2:3][CH2:4][C:5]#[CH:6])[C:1]([N:8]1[C@@H:12]([C:13]2[CH:14]=[CH:15][CH:16]=[CH:17][CH:18]=2)[CH2:11][O:10][C:9]1=[O:19])=[O:7]. (9) The reactants are [O:1]=[C:2]1[C:11]2[C:6](=[CH:7][CH:8]=[CH:9][CH:10]=2)[N:5]=[C:4]([C:12]([NH:14][CH2:15][C:16]2[CH:17]=[C:18]([N:22]3[CH2:27][CH2:26][N:25](C(OC(C)(C)C)=O)[CH2:24][CH2:23]3)[CH:19]=[CH:20][CH:21]=2)=[O:13])[NH:3]1.C1COCC1.CO.C(OCC)(=O)C.[ClH:48]. The catalyst is C(OCC)(=O)C.C(OCC)C. The product is [ClH:48].[ClH:48].[O:1]=[C:2]1[C:11]2[C:6](=[CH:7][CH:8]=[CH:9][CH:10]=2)[N:5]=[C:4]([C:12]([NH:14][CH2:15][C:16]2[CH:21]=[CH:20][CH:19]=[C:18]([N:22]3[CH2:23][CH2:24][NH:25][CH2:26][CH2:27]3)[CH:17]=2)=[O:13])[NH:3]1. The yield is 0.970. (10) The reactants are [Cl:1][C:2]1[C:7]([F:8])=[C:6](Cl)[N:5]=[C:4]([CH3:10])[N:3]=1.[OH-].[NH4+:12].CO. The catalyst is O. The product is [Cl:1][C:2]1[N:3]=[C:4]([CH3:10])[N:5]=[C:6]([NH2:12])[C:7]=1[F:8]. The yield is 0.670.